Dataset: HIV replication inhibition screening data with 41,000+ compounds from the AIDS Antiviral Screen. Task: Binary Classification. Given a drug SMILES string, predict its activity (active/inactive) in a high-throughput screening assay against a specified biological target. (1) The molecule is CN1c2ccccc2C(=O)NC12CCN(Cc1ccccc1)CC2. The result is 0 (inactive). (2) The drug is CN1CCC2CC1c1ccn(C)c1C2=O. The result is 0 (inactive).